This data is from Forward reaction prediction with 1.9M reactions from USPTO patents (1976-2016). The task is: Predict the product of the given reaction. (1) Given the reactants [Br:1][C:2]1[CH:7]=[CH:6][C:5]([CH2:8][C:9]#N)=[CH:4][CH:3]=1.[H-].[Na+].I[CH3:14].[Cl-].[NH4+].C[N:18]([CH3:21])C=O, predict the reaction product. The product is: [Br:1][C:2]1[CH:7]=[CH:6][C:5]([C:8]([CH3:9])([CH3:14])[C:21]#[N:18])=[CH:4][CH:3]=1. (2) Given the reactants [NH2:1][C:2]1[CH:3]=[C:4]([C:8]#[C:9][C:10]2[CH:11]=[N:12][CH:13]=[C:14]([CH:19]=2)[C:15]([O:17][CH3:18])=[O:16])[CH:5]=[CH:6][CH:7]=1.[F:20][C:21]([F:32])([F:31])[C:22]1[CH:23]=[C:24]([CH:28]=[CH:29][CH:30]=1)[C:25](O)=[O:26], predict the reaction product. The product is: [F:20][C:21]([F:31])([F:32])[C:22]1[CH:23]=[C:24]([CH:28]=[CH:29][CH:30]=1)[C:25]([NH:1][C:2]1[CH:3]=[C:4]([C:8]#[C:9][C:10]2[CH:11]=[N:12][CH:13]=[C:14]([CH:19]=2)[C:15]([O:17][CH3:18])=[O:16])[CH:5]=[CH:6][CH:7]=1)=[O:26]. (3) Given the reactants [CH2:1]([O:3][C:4](=[O:42])[CH2:5][C:6]1[CH:11]=[CH:10][C:9]([O:12][CH3:13])=[C:8]([O:14][C:15]2[CH:20]=[CH:19][C:18]([N:21]=C(C3C=CC=CC=3)C3C=CC=CC=3)=[CH:17][C:16]=2[CH2:35][N:36]2[CH2:40][CH2:39][O:38][C:37]2=[O:41])[CH:7]=1)[CH3:2].Cl.NO.C([O-])(=O)C.[K+], predict the reaction product. The product is: [CH2:1]([O:3][C:4](=[O:42])[CH2:5][C:6]1[CH:11]=[CH:10][C:9]([O:12][CH3:13])=[C:8]([O:14][C:15]2[CH:20]=[CH:19][C:18]([NH2:21])=[CH:17][C:16]=2[CH2:35][N:36]2[CH2:40][CH2:39][O:38][C:37]2=[O:41])[CH:7]=1)[CH3:2]. (4) Given the reactants C(OC([NH:8][C:9]1[C:13]2=[N:14][CH:15]=[C:16]([CH2:18][O:19][CH3:20])[CH:17]=[C:12]2[S:11][C:10]=1[C:21]([O:23][CH3:24])=[O:22])=O)(C)(C)C.C(O)(C(F)(F)F)=O.C(Cl)Cl, predict the reaction product. The product is: [NH2:8][C:9]1[C:13]2=[N:14][CH:15]=[C:16]([CH2:18][O:19][CH3:20])[CH:17]=[C:12]2[S:11][C:10]=1[C:21]([O:23][CH3:24])=[O:22]. (5) Given the reactants [C:1]([CH2:3][C:4]1([N:15]2[CH:19]=[C:18]([C:20]3[N:25]4[CH:26]=[CH:27][N:28]=[C:24]4[CH:23]=[C:22]([C:29]4[CH:34]=[CH:33][C:32]([C:35]([F:38])([F:37])[F:36])=[CH:31][CH:30]=4)[N:21]=3)[CH:17]=[N:16]2)[CH2:7][N:6](C(OC(C)(C)C)=O)[CH2:5]1)#[N:2].[ClH:39], predict the reaction product. The product is: [ClH:39].[ClH:39].[F:38][C:35]([F:36])([F:37])[C:32]1[CH:31]=[CH:30][C:29]([C:22]2[N:21]=[C:20]([C:18]3[CH:17]=[N:16][N:15]([C:4]4([CH2:3][C:1]#[N:2])[CH2:7][NH:6][CH2:5]4)[CH:19]=3)[N:25]3[CH:26]=[CH:27][N:28]=[C:24]3[CH:23]=2)=[CH:34][CH:33]=1. (6) Given the reactants [F:1][C:2]1[C:3]([C:22]([F:25])([F:24])[F:23])=[C:4]([CH:9]2[CH2:14][CH2:13][N:12]([C:15](OC(C)(C)C)=[O:16])[CH2:11][CH2:10]2)[CH:5]=[C:6]([F:8])[CH:7]=1.Cl.[Br:27][C:28]1[CH:29]=[CH:30][C:31]2[N:32]([C:34](C(OCC)=O)=[N:35][N:36]=2)[CH:33]=1.O.[OH-].[Li+].F[P-](F)(F)(F)(F)F.N1(O[P+](N(C)C)(N(C)C)N(C)C)C2C=CC=CC=2N=N1.C(N(CC)C(C)C)(C)C, predict the reaction product. The product is: [Br:27][C:28]1[CH:29]=[CH:30][C:31]2[N:32]([C:34]([C:15]([N:12]3[CH2:11][CH2:10][CH:9]([C:4]4[CH:5]=[C:6]([F:8])[CH:7]=[C:2]([F:1])[C:3]=4[C:22]([F:24])([F:25])[F:23])[CH2:14][CH2:13]3)=[O:16])=[N:35][N:36]=2)[CH:33]=1. (7) Given the reactants [Cl:1][C:2]1[N:7]2[N:8]=[C:9]([C:11]3[CH:16]=[CH:15][C:14]([O:17][CH3:18])=[CH:13][CH:12]=3)[CH:10]=[C:6]2[CH:5]=[CH:4][CH:3]=1.[C:19](OC(=O)C)(=[O:21])[CH3:20].B(F)(F)F, predict the reaction product. The product is: [Cl:1][C:2]1[N:7]2[N:8]=[C:9]([C:11]3[CH:16]=[CH:15][C:14]([O:17][CH3:18])=[CH:13][CH:12]=3)[C:10]([C:19](=[O:21])[CH3:20])=[C:6]2[CH:5]=[CH:4][CH:3]=1. (8) Given the reactants CCCC[N+](CCCC)(CCCC)CCCC.[F-].[CH3:19][O:20][C:21]1[CH:30]=[C:29]2[C:24]([CH2:25][C:26]([CH3:45])([CH3:44])[N:27]([CH2:31][C:32]3[CH:37]=[C:36]([O:38][CH3:39])[C:35]([O:40][CH3:41])=[C:34]([O:42][CH3:43])[CH:33]=3)[CH2:28]2)=[CH:23][C:22]=1[O:46][Si](C(C)C)(C(C)C)C(C)C.COC1C=C(C=CC=1)CN1C(C)(C)CC2C(=CC(OC)=C(O)C=2)C1, predict the reaction product. The product is: [CH3:19][O:20][C:21]1[CH:30]=[C:29]2[C:24]([CH2:25][C:26]([CH3:44])([CH3:45])[N:27]([CH2:31][C:32]3[CH:33]=[C:34]([O:42][CH3:43])[C:35]([O:40][CH3:41])=[C:36]([O:38][CH3:39])[CH:37]=3)[CH2:28]2)=[CH:23][C:22]=1[OH:46]. (9) Given the reactants [C:1]1([C:7]2[CH:15]=[C:14]3[C:10]([CH2:11][C:12](=[O:16])[NH:13]3)=[CH:9][CH:8]=2)[CH:6]=[CH:5][CH:4]=[CH:3][CH:2]=1.[N:17]1([CH2:22][CH2:23][NH:24][C:25]([C:27]2[C:31]([CH3:32])=[C:30]([CH:33]=O)[NH:29][C:28]=2[CH3:35])=[O:26])[CH2:21][CH2:20][CH2:19][CH2:18]1, predict the reaction product. The product is: [N:17]1([CH2:22][CH2:23][NH:24][C:25]([C:27]2[C:31]([CH3:32])=[C:30]([CH:33]=[C:11]3[C:10]4[C:14](=[CH:15][C:7]([C:1]5[CH:2]=[CH:3][CH:4]=[CH:5][CH:6]=5)=[CH:8][CH:9]=4)[NH:13][C:12]3=[O:16])[NH:29][C:28]=2[CH3:35])=[O:26])[CH2:21][CH2:20][CH2:19][CH2:18]1.